From a dataset of Catalyst prediction with 721,799 reactions and 888 catalyst types from USPTO. Predict which catalyst facilitates the given reaction. (1) The catalyst class is: 4. Product: [Cl:1][C:2]1[CH:7]=[CH:6][CH:5]=[C:4]([Cl:8])[C:3]=1[CH2:9][CH2:10][C:11]1[C:15]([CH2:16][O:17][C:22]2[CH:23]=[CH:24][C:25]([C:28]3[CH:37]=[C:36]4[C:31]([CH:32]=[CH:33][C:34]([C:38]([O:40][CH3:41])=[O:39])=[CH:35]4)=[CH:30][CH:29]=3)=[CH:26][CH:27]=2)=[C:14]([CH:18]([CH3:20])[CH3:19])[O:13][N:12]=1. Reactant: [Cl:1][C:2]1[CH:7]=[CH:6][CH:5]=[C:4]([Cl:8])[C:3]=1[CH2:9][CH2:10][C:11]1[C:15]([CH2:16][OH:17])=[C:14]([CH:18]([CH3:20])[CH3:19])[O:13][N:12]=1.O[C:22]1[CH:27]=[CH:26][C:25]([C:28]2[CH:37]=[C:36]3[C:31]([CH:32]=[CH:33][C:34]([C:38]([O:40][CH3:41])=[O:39])=[CH:35]3)=[CH:30][CH:29]=2)=[CH:24][CH:23]=1.C1(P(C2C=CC=CC=2)C2C=CC=CC=2)C=CC=CC=1.N(C(OC(C)C)=O)=NC(OC(C)C)=O. (2) Reactant: [CH3:1][C:2]1[CH:61]=[CH:60][C:5]([CH2:6][C:7]2[CH:12]=[C:11]([O:13][CH2:14][CH2:15][CH2:16][CH2:17][Si:18]([O:25][CH2:26]C)([O:22][CH2:23]C)[O:19][CH2:20]C)[CH:10]=[CH:9][C:8]=2[S:28]([C:31]2[CH:36]=[CH:35][C:34]([O:37][CH2:38][CH2:39][CH2:40][CH2:41][Si:42]([O:49][CH2:50]C)([O:46][CH2:47]C)[O:43][CH2:44]C)=[CH:33][C:32]=2[CH2:52][C:53]2[CH:58]=[CH:57][C:56]([CH3:59])=[CH:55][CH:54]=2)(=[O:30])=[O:29])=[CH:4][CH:3]=1. Product: [CH3:1][C:2]1[CH:61]=[CH:60][C:5]([CH2:6][C:7]2[CH:12]=[C:11]([O:13][CH2:14][CH2:15][CH2:16][CH2:17][Si:18]([O:22][CH3:23])([O:25][CH3:26])[O:19][CH3:20])[CH:10]=[CH:9][C:8]=2[S:28]([C:31]2[CH:36]=[CH:35][C:34]([O:37][CH2:38][CH2:39][CH2:40][CH2:41][Si:42]([O:46][CH3:47])([O:49][CH3:50])[O:43][CH3:44])=[CH:33][C:32]=2[CH2:52][C:53]2[CH:58]=[CH:57][C:56]([CH3:59])=[CH:55][CH:54]=2)(=[O:29])=[O:30])=[CH:4][CH:3]=1. The catalyst class is: 5. (3) Reactant: [CH3:1][N:2]1[C:10]2[C:5](=[CH:6][CH:7]=[CH:8][C:9]=2[N+:11]([O-:13])=[O:12])[CH:4]=[CH:3]1.[F:14][C:15]1[CH:20]=[CH:19][C:18]([C:21](O)([CH2:24][CH3:25])[CH2:22][CH3:23])=[CH:17][CH:16]=1.FC(F)(F)C(O)=O.C(=O)(O)[O-].[Na+]. Product: [CH2:22]([C:21]([C:4]1[C:5]2[C:10](=[C:9]([N+:11]([O-:13])=[O:12])[CH:8]=[CH:7][CH:6]=2)[N:2]([CH3:1])[CH:3]=1)([C:18]1[CH:17]=[CH:16][C:15]([F:14])=[CH:20][CH:19]=1)[CH2:24][CH3:25])[CH3:23]. The catalyst class is: 96. (4) Reactant: [CH2:1]([C:5]1[CH:10]=[CH:9][C:8]([C:11]#[C:12][C:13]2[CH:31]=[CH:30][C:16]([CH2:17][NH:18][C:19]3[CH:20]=[CH:21][C:22]([F:29])=[C:23]([CH:28]=3)[C:24]([O:26][CH3:27])=[O:25])=[CH:15][CH:14]=2)=[CH:7][CH:6]=1)[CH2:2][CH2:3][CH3:4].[CH:32]1([CH:37]=O)[CH2:36][CH2:35][CH2:34][CH2:33]1.C(O[BH-](OC(=O)C)OC(=O)C)(=O)C.[Na+].ClCCl. Product: [CH3:27][O:26][C:24](=[O:25])[C:23]1[CH:28]=[C:19]([N:18]([CH2:17][C:16]2[CH:15]=[CH:14][C:13]([C:12]#[C:11][C:8]3[CH:7]=[CH:6][C:5]([CH2:1][CH2:2][CH2:3][CH3:4])=[CH:10][CH:9]=3)=[CH:31][CH:30]=2)[CH2:37][CH:32]2[CH2:36][CH2:35][CH2:34][CH2:33]2)[CH:20]=[CH:21][C:22]=1[F:29]. The catalyst class is: 26.